This data is from Full USPTO retrosynthesis dataset with 1.9M reactions from patents (1976-2016). The task is: Predict the reactants needed to synthesize the given product. (1) Given the product [NH2:1][C:2](=[O:38])[CH2:3][C:4]1([NH:18][C:19]([C:21]2[CH:26]=[CH:25][C:24]([N:27]3[CH2:28][C:29]([F:32])([F:31])[CH2:30]3)=[C:23]([O:33][CH2:34][CH:35]3[CH2:37][CH2:36]3)[N:22]=2)=[O:20])[CH2:7][NH:6][CH2:5]1, predict the reactants needed to synthesize it. The reactants are: [NH2:1][C:2](=[O:38])[CH2:3][C:4]1([NH:18][C:19]([C:21]2[CH:26]=[CH:25][C:24]([N:27]3[CH2:30][C:29]([F:32])([F:31])[CH2:28]3)=[C:23]([O:33][CH2:34][CH:35]3[CH2:37][CH2:36]3)[N:22]=2)=[O:20])[CH2:7][N:6](C(OCC2C=CC=CC=2)=O)[CH2:5]1. (2) Given the product [F:25][C:26]([F:31])([F:30])[C:27]([OH:29])=[O:28].[NH2:8][C@H:9]1[CH2:13][CH2:12][C@@H:11]([C:14]([O:16][CH2:23][CH3:24])=[O:15])[CH2:10]1, predict the reactants needed to synthesize it. The reactants are: C(OC([NH:8][C@H:9]1[CH2:13][CH2:12][C@@H:11]([C:14]([OH:16])=[O:15])[CH2:10]1)=O)(C)(C)C.C(=O)(O)[O-].[Na+].I[CH2:23][CH3:24].[F:25][C:26]([F:31])([F:30])[C:27]([OH:29])=[O:28]. (3) Given the product [CH:32]1[C:33]2[C:28](=[N:27][C:26]3[C:35]([C:34]=2[NH:36][C:13]([CH:10]2[CH2:11][CH2:12][N:7]([C:3]4[CH:2]=[C:1]([C:16]5[CH:17]=[CH:18][CH:19]=[CH:20][CH:21]=5)[CH:6]=[CH:5][CH:4]=4)[CH2:8][CH2:9]2)=[O:15])=[CH:22][CH:23]=[CH:24][CH:25]=3)[CH:29]=[CH:30][CH:31]=1, predict the reactants needed to synthesize it. The reactants are: [C:1]1([C:16]2[CH:21]=[CH:20][CH:19]=[CH:18][CH:17]=2)[CH:6]=[CH:5][CH:4]=[C:3]([N:7]2[CH2:12][CH2:11][CH:10]([C:13]([OH:15])=O)[CH2:9][CH2:8]2)[CH:2]=1.[CH:22]1[C:35]2[C:26](=[N:27][C:28]3[C:33]([C:34]=2[NH2:36])=[CH:32][CH:31]=[CH:30][CH:29]=3)[CH:25]=[CH:24][CH:23]=1. (4) Given the product [C:37]([NH:36][S:33]([C:29]1[CH:28]=[C:27]([NH:26][C:12]([C:11]2[CH:10]=[N:9][N:8]3[C:3]([CH:2]([F:25])[F:1])=[CH:4][C:5]([C:15]4[CH:20]=[CH:19][C:18]([C:21]([F:23])([F:24])[F:22])=[CH:17][CH:16]=4)=[N:6][C:7]=23)=[O:14])[CH:32]=[CH:31][CH:30]=1)(=[O:35])=[O:34])([CH3:40])([CH3:38])[CH3:39], predict the reactants needed to synthesize it. The reactants are: [F:1][CH:2]([F:25])[C:3]1[N:8]2[N:9]=[CH:10][C:11]([C:12]([OH:14])=O)=[C:7]2[N:6]=[C:5]([C:15]2[CH:20]=[CH:19][C:18]([C:21]([F:24])([F:23])[F:22])=[CH:17][CH:16]=2)[CH:4]=1.[NH2:26][C:27]1[CH:28]=[C:29]([S:33]([NH:36][C:37]([CH3:40])([CH3:39])[CH3:38])(=[O:35])=[O:34])[CH:30]=[CH:31][CH:32]=1.